From a dataset of Forward reaction prediction with 1.9M reactions from USPTO patents (1976-2016). Predict the product of the given reaction. (1) Given the reactants [Cl:1][C:2]1[CH:3]=[C:4]([CH:7]=[CH:8][C:9]=1[O:10][C:11]([F:14])([F:13])[F:12])[CH:5]=[O:6].[CH3:15][Zn]C, predict the reaction product. The product is: [Cl:1][C:2]1[CH:3]=[C:4]([C@H:5]([OH:6])[CH3:15])[CH:7]=[CH:8][C:9]=1[O:10][C:11]([F:12])([F:13])[F:14]. (2) Given the reactants [CH3:1][O:2][C:3](=[O:31])[C:4]1[CH:9]=[CH:8][CH:7]=[C:6]([O:10][C:11]2[CH:16]=[CH:15][CH:14]=[C:13]([C:17]3[S:18][C:19]([NH:22][C:23]4[CH:28]=[CH:27][C:26]([Cl:29])=[C:25]([Cl:30])[CH:24]=4)=[N:20][N:21]=3)[CH:12]=2)[CH:5]=1.[CH3:32]C(C)([O-])C.[K+].CI, predict the reaction product. The product is: [CH3:1][O:2][C:3](=[O:31])[C:4]1[CH:9]=[CH:8][CH:7]=[C:6]([O:10][C:11]2[CH:16]=[CH:15][CH:14]=[C:13]([C:17]3[S:18][C:19](=[N:22][C:23]4[CH:28]=[CH:27][C:26]([Cl:29])=[C:25]([Cl:30])[CH:24]=4)[N:20]([CH3:32])[N:21]=3)[CH:12]=2)[CH:5]=1.